Task: Predict the reaction yield, written as a fraction of the theoretical maximum amount of product (1.0 means a 100% yield; for example, 0.34 means a 34% yield).. Dataset: Reaction yield outcomes from USPTO patents with 853,638 reactions The reactants are [CH3:1][O:2][C:3]1[CH:4]=[C:5]2[C:10](=[CH:11][C:12]=1[O:13][CH3:14])[N:9]=[CH:8][CH:7]=[C:6]2[O:15][C:16]1[CH:22]=[CH:21][C:19]([NH2:20])=[CH:18][CH:17]=1.C(N(CC)CC)C.ClC(Cl)(O[C:34](=[O:40])OC(Cl)(Cl)Cl)Cl.[CH2:42]([N:46]([CH2:50][CH2:51][CH2:52][CH3:53])[CH2:47][CH2:48][NH2:49])[CH2:43][CH2:44][CH3:45]. The catalyst is C(Cl)(Cl)Cl.O. The product is [CH2:42]([N:46]([CH2:50][CH2:51][CH2:52][CH3:53])[CH2:47][CH2:48][NH:49][C:34]([NH:20][C:19]1[CH:21]=[CH:22][C:16]([O:15][C:6]2[C:5]3[C:10](=[CH:11][C:12]([O:13][CH3:14])=[C:3]([O:2][CH3:1])[CH:4]=3)[N:9]=[CH:8][CH:7]=2)=[CH:17][CH:18]=1)=[O:40])[CH2:43][CH2:44][CH3:45]. The yield is 0.430.